Dataset: Forward reaction prediction with 1.9M reactions from USPTO patents (1976-2016). Task: Predict the product of the given reaction. (1) Given the reactants Br[C:2]1[CH:3]=[C:4]([CH2:23]/[CH:24]=[CH:25]/[CH3:26])[C:5]([O:19][CH2:20][CH2:21][CH3:22])=[C:6]([NH:8][C:9]([NH:11][C:12]2[CH:17]=[CH:16][C:15]([CH3:18])=[CH:14][CH:13]=2)=[O:10])[CH:7]=1.[C:27]([C:30]1[CH:35]=[CH:34][C:33]([F:36])=[CH:32][C:31]=1B(O)O)([OH:29])=[O:28].BrC1C=C(C(C2C=CC=CC=2)C=C)C(OCCC)=C(NC(NC2C=CC(C)=CC=2)=O)C=1, predict the reaction product. The product is: [CH2:23]([C:4]1[CH:3]=[C:2]([C:35]2[C:30]([C:27]([OH:29])=[O:28])=[CH:31][CH:32]=[C:33]([F:36])[CH:34]=2)[CH:7]=[C:6]([NH:8][C:9]([NH:11][C:12]2[CH:17]=[CH:16][C:15]([CH3:18])=[CH:14][CH:13]=2)=[O:10])[C:5]=1[O:19][CH2:20][CH2:21][CH3:22])/[CH:24]=[CH:25]/[CH3:26]. (2) Given the reactants [CH3:1][O:2][C:3]1[C:12]2[C:7](=[CH:8][CH:9]=[CH:10][CH:11]=2)[C:6]([OH:13])=[CH:5][CH:4]=1.[C:14](O)(=[O:16])C.C(O)(=O)C.IC1C=CC=CC=1.C([O-])(O)=O.[Na+], predict the reaction product. The product is: [CH3:1][O:2][C:3]1([O:16][CH3:14])[C:12]2[C:7](=[CH:8][CH:9]=[CH:10][CH:11]=2)[C:6](=[O:13])[CH:5]=[CH:4]1. (3) Given the reactants [CH3:1][O:2][C:3]1[CH:4]=[C:5]2[C:10](=[CH:11][CH:12]=1)[CH:9]([CH2:13][C:14]1[CH:19]=[CH:18][C:17]([O:20][CH2:21][C:22]3[CH:27]=[CH:26][CH:25]=[CH:24][CH:23]=3)=[CH:16][CH:15]=1)[N:8]([C:28]1[CH:33]=[CH:32][C:31]([N+:34]([O-])=O)=[CH:30][CH:29]=1)[CH2:7][CH2:6]2.Cl[Sn]Cl.O, predict the reaction product. The product is: [NH2:34][C:31]1[CH:32]=[CH:33][C:28]([N:8]2[CH2:7][CH2:6][C:5]3[C:10](=[CH:11][CH:12]=[C:3]([O:2][CH3:1])[CH:4]=3)[CH:9]2[CH2:13][C:14]2[CH:19]=[CH:18][C:17]([O:20][CH2:21][C:22]3[CH:23]=[CH:24][CH:25]=[CH:26][CH:27]=3)=[CH:16][CH:15]=2)=[CH:29][CH:30]=1. (4) Given the reactants [C:1]1(=[O:6])[CH2:5][CH2:4][CH:3]=[CH:2]1.C([O-])(=O)C.[Na+].[I:12][C:13]1[CH:18]=[CH:17][C:16](B(O)O)=[CH:15][CH:14]=1.[Sb](Cl)(Cl)Cl, predict the reaction product. The product is: [I:12][C:13]1[CH:18]=[CH:17][C:16]([CH:3]2[CH2:4][CH2:5][C:1](=[O:6])[CH2:2]2)=[CH:15][CH:14]=1. (5) Given the reactants [CH2:1]([O:8][C:9](=[O:37])[N:10]([CH2:34][CH:35]=[CH2:36])[C:11]1[C:16](=[O:17])[N:15]2[C@H:18]([C:25](=[O:33])[NH:26][C:27]3[CH:32]=[CH:31][CH:30]=[CH:29][CH:28]=3)[CH2:19][C@:20]([N:22]=[N+:23]=[N-:24])([CH3:21])[C:14]2=[N:13][CH:12]=1)[C:2]1[CH:7]=[CH:6][CH:5]=[CH:4][CH:3]=1.[CH3:38][C:39]([O:42][C:43](O[C:43]([O:42][C:39]([CH3:41])([CH3:40])[CH3:38])=[O:44])=[O:44])([CH3:41])[CH3:40], predict the reaction product. The product is: [CH2:1]([O:8][C:9](=[O:37])[N:10]([CH2:34][CH:35]=[CH2:36])[C:11]1[C:16](=[O:17])[N:15]2[C@H:18]([C:25]([N:26]([C:43]([O:42][C:39]([CH3:41])([CH3:40])[CH3:38])=[O:44])[C:27]3[CH:32]=[CH:31][CH:30]=[CH:29][CH:28]=3)=[O:33])[CH2:19][C@:20]([N:22]=[N+:23]=[N-:24])([CH3:21])[C:14]2=[N:13][CH:12]=1)[C:2]1[CH:3]=[CH:4][CH:5]=[CH:6][CH:7]=1. (6) Given the reactants C[N+]1(C2N=C(OC)N=C(OC)N=2)CCOCC1.[Cl-].[Cl:19][C:20]1[CH:21]=[C:22]2[CH:28]=[C:27]([C:29]([OH:31])=O)[NH:26][C:23]2=[CH:24][N:25]=1.[CH3:32][O:33][C:34](=[O:48])[CH2:35][N:36]1[C:45]2[C:40](=[CH:41][CH:42]=[CH:43][CH:44]=2)[CH2:39][CH:38]([NH2:46])[C:37]1=[O:47], predict the reaction product. The product is: [CH3:32][O:33][C:34](=[O:48])[CH2:35][N:36]1[C:45]2[C:40](=[CH:41][CH:42]=[CH:43][CH:44]=2)[CH2:39][CH:38]([NH:46][C:29]([C:27]2[NH:26][C:23]3=[CH:24][N:25]=[C:20]([Cl:19])[CH:21]=[C:22]3[CH:28]=2)=[O:31])[C:37]1=[O:47]. (7) Given the reactants [ClH:1].Cl.[NH2:3][CH:4]1[CH2:6][CH:5]1[C:7]1[CH:8]=[C:9]([CH:20]=[CH:21][CH:22]=1)[C:10]([NH:12][C:13]1[N:17]([CH3:18])[N:16]=[C:15]([CH3:19])[CH:14]=1)=[O:11].C(=O)([O-])O.[Na+].[C:28]1(=O)[CH2:31][CH2:30][CH2:29]1, predict the reaction product. The product is: [ClH:1].[ClH:1].[CH:28]1([NH:3][C@@H:4]2[CH2:6][C@H:5]2[C:7]2[CH:8]=[C:9]([CH:20]=[CH:21][CH:22]=2)[C:10]([NH:12][C:13]2[N:17]([CH3:18])[N:16]=[C:15]([CH3:19])[CH:14]=2)=[O:11])[CH2:31][CH2:30][CH2:29]1.